From a dataset of Peptide-MHC class II binding affinity with 134,281 pairs from IEDB. Regression. Given a peptide amino acid sequence and an MHC pseudo amino acid sequence, predict their binding affinity value. This is MHC class II binding data. The peptide sequence is ARGWAAHRARANESA. The MHC is DRB1_0301 with pseudo-sequence DRB1_0301. The binding affinity (normalized) is 0.362.